Dataset: Forward reaction prediction with 1.9M reactions from USPTO patents (1976-2016). Task: Predict the product of the given reaction. (1) Given the reactants [Br:1][C:2]1[C:3]([F:18])=[CH:4][C:5]2[O:14][CH2:13][CH2:12][N:11]3[C:7](=[N:8][C:9]([I:16])=[C:10]3I)[C:6]=2[CH:17]=1.C([Mg]Br)C, predict the reaction product. The product is: [Br:1][C:2]1[C:3]([F:18])=[CH:4][C:5]2[O:14][CH2:13][CH2:12][N:11]3[C:7](=[N:8][C:9]([I:16])=[CH:10]3)[C:6]=2[CH:17]=1. (2) The product is: [CH3:1][O:2][C:3](=[O:32])[C@@H:4]([NH:24][C:25](=[O:27])[C:42]1[C:41]([Cl:40])=[CH:49][N:48]=[CH:47][C:46]=1[Cl:50])[CH2:5][C:6]1[CH:7]=[C:8]2[C:13](=[CH:14][CH:15]=1)[N:12]=[C:11]([C:16]1[C:17]([Cl:23])=[CH:18][CH:19]=[CH:20][C:21]=1[Cl:22])[CH:10]=[CH:9]2. Given the reactants [CH3:1][O:2][C:3](=[O:32])[C@@H:4]([NH:24][C:25]([O:27]C(C)(C)C)=O)[CH2:5][C:6]1[CH:7]=[C:8]2[C:13](=[CH:14][CH:15]=1)[N:12]=[C:11]([C:16]1[C:21]([Cl:22])=[CH:20][CH:19]=[CH:18][C:17]=1[Cl:23])[CH:10]=[CH:9]2.C(O)(C(F)(F)F)=O.[Cl:40][C:41]1[CH:49]=[N:48][CH:47]=[C:46]([Cl:50])[C:42]=1C(Cl)=O, predict the reaction product. (3) The product is: [CH:21]1([NH:20][C:2]2[C:3]3[N:4]=[CH:5][N:6]([C:16]=3[N:17]=[CH:18][N:19]=2)[C@@H:7]2[O:15][C@H:12]([CH2:13][OH:14])[C@@H:10]([OH:11])[C@H:8]2[OH:9])[CH2:26][CH2:25][CH2:24][CH2:23][CH2:22]1. Given the reactants Cl[C:2]1([NH2:20])[N:19]=[CH:18][N:17]=[C:16]2[C:3]1=[N:4][CH2:5][N:6]2[C@@H:7]1[O:15][C@H:12]([CH2:13][OH:14])[C@@H:10]([OH:11])[C@H:8]1[OH:9].[CH:21]1(N)[CH2:26][CH2:25][CH2:24][CH2:23][CH2:22]1, predict the reaction product. (4) The product is: [C:4]([O:7][C:8]1[CH:27]=[CH:26][C:11]([C:12]2[CH:13]([O:55][CH3:54])[O:14][C:15]3[C:20]([CH:21]=2)=[CH:19][CH:18]=[C:17]([O:22][C:23](=[O:25])[CH3:24])[CH:16]=3)=[CH:10][CH:9]=1)(=[O:6])[CH3:5]. Given the reactants C(Cl)Cl.[C:4]([O:7][C:8]1[CH:27]=[CH:26][C:11]([C:12]2[CH2:13][O:14][C:15]3[C:20]([CH:21]=2)=[CH:19][CH:18]=[C:17]([O:22][C:23](=[O:25])[CH3:24])[CH:16]=3)=[CH:10][CH:9]=1)(=[O:6])[CH3:5].C1C=CC([C+](C2C=CC=CC=2)C2C=CC=CC=2)=CC=1.F[P-](F)(F)(F)(F)F.[CH3:54][OH:55], predict the reaction product. (5) Given the reactants [CH3:1][CH:2]1[CH2:7][CH2:6][N:5]([C:8]([C:10]2[CH:18]=[CH:17][C:16]3[N:15]([S:19]([C:22]4[CH:27]=[CH:26][CH:25]=[CH:24][CH:23]=4)(=[O:21])=[O:20])[C:14]4[CH2:28][CH2:29][N:30](C(OC(C)(C)C)=O)[CH2:31][C:13]=4[C:12]=3[CH:11]=2)=[O:9])[CH2:4][CH2:3]1.[F:39][C:40]([F:45])([F:44])[C:41]([OH:43])=[O:42], predict the reaction product. The product is: [OH:43][C:41]([C:40]([F:45])([F:44])[F:39])=[O:42].[CH3:1][CH:2]1[CH2:3][CH2:4][N:5]([C:8]([C:10]2[CH:18]=[CH:17][C:16]3[N:15]([S:19]([C:22]4[CH:23]=[CH:24][CH:25]=[CH:26][CH:27]=4)(=[O:20])=[O:21])[C:14]4[CH2:28][CH2:29][NH:30][CH2:31][C:13]=4[C:12]=3[CH:11]=2)=[O:9])[CH2:6][CH2:7]1.[C:41]([OH:43])([C:40]([F:45])([F:44])[F:39])=[O:42]. (6) Given the reactants BrCCCCCCCCCCCCCCC.[Cl:17][C:18]1[CH:23]=[C:22]([N:24]2C(=O)NC(=O)C=N2)[CH:21]=[C:20](Cl)[C:19]=1[C:33]([C:36]1SC(CC(O)=O)=C(C2C=CC=CC=2)[N:40]=1)([CH3:35])[CH3:34].C([O-])(O)=[O:52].[Na+].[Na+].[Cl-:57].[OH2:58], predict the reaction product. The product is: [Cl:57][C:20]1[CH:21]=[C:22]([N+:24]([O-:52])=[O:58])[CH:23]=[C:18]([Cl:17])[C:19]=1[C:33]([CH3:35])([CH3:34])[C:36]#[N:40]. (7) Given the reactants [OH:1][CH:2]1[CH2:7][CH2:6][CH:5]([CH2:8][CH:9]2[CH2:13][CH:12]([O:14][C:15](=[O:20])[C:16]([CH3:19])([CH3:18])[CH3:17])[CH:11]([C:21]3[C:26]([CH3:27])=[CH:25][C:24]([CH3:28])=[CH:23][C:22]=3[CH3:29])[C:10]2=[O:30])[CH2:4][CH2:3]1.CC(C)=O.OS(O)(=O)=O.O=[Cr](=O)=O.O, predict the reaction product. The product is: [O:30]=[C:10]1[CH:9]([CH2:8][CH:5]2[CH2:6][CH2:7][C:2](=[O:1])[CH2:3][CH2:4]2)[CH2:13][CH:12]([O:14][C:15](=[O:20])[C:16]([CH3:19])([CH3:18])[CH3:17])[CH:11]1[C:21]1[C:22]([CH3:29])=[CH:23][C:24]([CH3:28])=[CH:25][C:26]=1[CH3:27].